This data is from TCR-epitope binding with 47,182 pairs between 192 epitopes and 23,139 TCRs. The task is: Binary Classification. Given a T-cell receptor sequence (or CDR3 region) and an epitope sequence, predict whether binding occurs between them. The epitope is YLKLTDNVYIK. The TCR CDR3 sequence is CASSQTDNNEQYF. Result: 0 (the TCR does not bind to the epitope).